This data is from Full USPTO retrosynthesis dataset with 1.9M reactions from patents (1976-2016). The task is: Predict the reactants needed to synthesize the given product. Given the product [C:25]([O:29][C:30](=[O:31])[NH:14][C:5]1[CH:6]=[CH:7][C:8]([C:10]([F:11])([F:12])[F:13])=[CH:9][C:4]=1[N+:1]([O-:3])=[O:2])([CH3:28])([CH3:27])[CH3:26], predict the reactants needed to synthesize it. The reactants are: [N+:1]([C:4]1[CH:9]=[C:8]([C:10]([F:13])([F:12])[F:11])[CH:7]=[CH:6][C:5]=1[NH2:14])([O-:3])=[O:2].C[Si]([N-][Si](C)(C)C)(C)C.[Na+].[C:25]([O:29][C:30](O[C:30]([O:29][C:25]([CH3:28])([CH3:27])[CH3:26])=[O:31])=[O:31])([CH3:28])([CH3:27])[CH3:26].